From a dataset of Reaction yield outcomes from USPTO patents with 853,638 reactions. Predict the reaction yield, written as a fraction of the theoretical maximum amount of product (1.0 means a 100% yield; for example, 0.34 means a 34% yield). (1) The reactants are [F:1][C:2]([F:20])([O:7][C:8]1[CH:13]=[CH:12][C:11]([N:14]2[CH:18]=[N:17][C:16](O)=[N:15]2)=[CH:10][CH:9]=1)[C:3]([F:6])([F:5])[F:4].P(Br)(Br)([Br:23])=O. No catalyst specified. The product is [Br:23][C:16]1[N:17]=[CH:18][N:14]([C:11]2[CH:12]=[CH:13][C:8]([O:7][C:2]([F:20])([F:1])[C:3]([F:6])([F:5])[F:4])=[CH:9][CH:10]=2)[N:15]=1. The yield is 0.120. (2) The reactants are [CH3:1][C:2]1[N:6]([CH:7]([C:12]([F:15])([F:14])[F:13])[C:8]([F:11])([F:10])[F:9])[N:5]=[CH:4][C:3]=1[C:16](Cl)=[O:17].[N:19]1[CH:24]=[CH:23][C:22]([NH2:25])=[CH:21][N:20]=1.C(N(CC)CC)C. The catalyst is C(Cl)Cl.C(OC(=O)C)C. The product is [N:19]1[CH:24]=[CH:23][C:22]([NH:25][C:16]([C:3]2[CH:4]=[N:5][N:6]([CH:7]([C:12]([F:15])([F:14])[F:13])[C:8]([F:11])([F:10])[F:9])[C:2]=2[CH3:1])=[O:17])=[CH:21][N:20]=1. The yield is 0.900. (3) The yield is 0.620. The catalyst is N1C=CC=CC=1.O. The product is [OH:20][C:19]1[CH:18]=[CH:17][N:16]=[CH:15][C:14]=1[NH:13][C:8](=[O:9])[C:7]1[CH:11]=[CH:12][C:4]([N+:1]([O-:3])=[O:2])=[CH:5][CH:6]=1. The reactants are [N+:1]([C:4]1[CH:12]=[CH:11][C:7]([C:8](Cl)=[O:9])=[CH:6][CH:5]=1)([O-:3])=[O:2].[NH2:13][C:14]1[CH:15]=[N:16][CH:17]=[CH:18][C:19]=1[OH:20].C([O-])([O-])=O.[Na+].[Na+].CC(O)=O. (4) The reactants are C([O:3][C:4](=[O:38])[C:5]([CH3:37])([CH3:36])[NH:6][C:7](=[O:35])[C:8]1[CH:13]=[CH:12][C:11]([C:14]2[C:23]3[C:18](=[CH:19][C:20]([O:29][CH2:30][CH3:31])=[C:21]4[O:26][C:25]([CH3:28])([CH3:27])[CH2:24][C:22]4=3)[CH2:17][C:16]([CH3:33])([CH3:32])[N:15]=2)=[CH:10][C:9]=1[NH2:34])C.[OH-].[Na+]. The catalyst is CO. The product is [NH2:34][C:9]1[CH:10]=[C:11]([C:14]2[C:23]3[C:18](=[CH:19][C:20]([O:29][CH2:30][CH3:31])=[C:21]4[O:26][C:25]([CH3:28])([CH3:27])[CH2:24][C:22]4=3)[CH2:17][C:16]([CH3:32])([CH3:33])[N:15]=2)[CH:12]=[CH:13][C:8]=1[C:7]([NH:6][C:5]([CH3:37])([C:4]([OH:38])=[O:3])[CH3:36])=[O:35]. The yield is 0.260. (5) The reactants are [OH:1][CH:2]1[CH2:7][CH2:6][NH:5][CH2:4][CH2:3]1.N(CC)(CC)CC.Br[CH2:16][C:17]([O:19][CH3:20])=[O:18].O. The catalyst is C(Cl)Cl. The product is [CH3:20][O:19][C:17](=[O:18])[CH2:16][N:5]1[CH2:6][CH2:7][CH:2]([OH:1])[CH2:3][CH2:4]1. The yield is 0.590. (6) The reactants are [C:1]([C:3]1[CH:18]=[CH:17][C:6]([C:7]([O:9][CH2:10][C:11]2[CH:16]=[CH:15][CH:14]=[CH:13][CH:12]=2)=[O:8])=[CH:5][C:4]=1[NH:19][CH:20]1[CH2:25][CH2:24][CH2:23][CH2:22][CH2:21]1)#[N:2].C(=O)([O-])[O-:27].[K+].[K+].O. The catalyst is CS(C)=O.OO.C(OCC)(=O)C. The product is [NH2:2][C:1]([C:3]1[CH:18]=[CH:17][C:6]([C:7]([O:9][CH2:10][C:11]2[CH:16]=[CH:15][CH:14]=[CH:13][CH:12]=2)=[O:8])=[CH:5][C:4]=1[NH:19][CH:20]1[CH2:25][CH2:24][CH2:23][CH2:22][CH2:21]1)=[O:27]. The yield is 0.640.